This data is from Full USPTO retrosynthesis dataset with 1.9M reactions from patents (1976-2016). The task is: Predict the reactants needed to synthesize the given product. Given the product [Cl:1][C:2]1[C:11]2[N:10]=[C:9]([O:12][CH3:13])[C:8](=[O:14])[N:7]([CH3:15])[C:6]=2[N:5]=[CH:4][N:3]=1, predict the reactants needed to synthesize it. The reactants are: [Cl:1][C:2]1[C:11]2[N:10]=[C:9]([O:12][CH3:13])[C:8](=[O:14])[NH:7][C:6]=2[N:5]=[CH:4][N:3]=1.[C:15](=O)([O-])[O-].[K+].[K+].IC.